Task: Predict the reactants needed to synthesize the given product.. Dataset: Retrosynthesis with 50K atom-mapped reactions and 10 reaction types from USPTO (1) Given the product CCOC(=O)N1CCc2cc(-c3cnc(N)c(-c4nnnn4-c4cccc(F)c4F)c3)sc2CC1, predict the reactants needed to synthesize it. The reactants are: CC1(C)OB(c2cnc(N)c(-c3nnnn3-c3cccc(F)c3F)c2)OC1(C)C.CCOC(=O)N1CCc2cc(Br)sc2CC1. (2) Given the product CC(=O)Nc1cccc(Br)[n+]1[O-], predict the reactants needed to synthesize it. The reactants are: CC(=O)Nc1cccc(Br)n1.CC(=O)OO.